From a dataset of Catalyst prediction with 721,799 reactions and 888 catalyst types from USPTO. Predict which catalyst facilitates the given reaction. (1) Reactant: [CH2:1]([C:6]1([C:10]2[CH:15]=[CH:14][CH:13]=[CH:12][CH:11]=2)[CH2:9][NH:8][CH2:7]1)[CH2:2][CH2:3][CH2:4][CH3:5].[NH:16]1[CH:20]=[C:19]([CH2:21][CH2:22][C:23]([NH:25][C@H:26]([CH2:30][C:31]2[CH:36]=[CH:35][C:34]([O:37][CH3:38])=[CH:33][CH:32]=2)[C:27](O)=[O:28])=[O:24])[N:18]=[CH:17]1.C(Cl)CCl.C1C=CC2N(O)N=NC=2C=1.[OH-].[Na+]. The catalyst class is: 3. Product: [CH3:38][O:37][C:34]1[CH:35]=[CH:36][C:31]([CH2:30][C@@H:26]([NH:25][C:23](=[O:24])[CH2:22][CH2:21][C:19]2[N:18]=[CH:17][NH:16][CH:20]=2)[C:27](=[O:28])[N:8]2[CH2:7][C:6]([CH2:1][CH2:2][CH2:3][CH2:4][CH3:5])([C:10]3[CH:15]=[CH:14][CH:13]=[CH:12][CH:11]=3)[CH2:9]2)=[CH:32][CH:33]=1. (2) Reactant: O=O.C[N:4]([CH3:21])[CH:5]=[CH:6][C:7]([C:9]1[CH:10]=[C:11]([N:15]([CH2:19][CH3:20])[C:16](=[O:18])[CH3:17])[CH:12]=[CH:13][CH:14]=1)=O.N[C:23]1[C:27]([C:28]#[N:29])=C[NH:25][N:24]=1. Product: [CH3:20][CH2:19][N:15]([C:16]([CH3:17])=[O:18])[C:11]1[CH:12]=[CH:13][CH:14]=[C:9]([C:7]2[N:25]3[N:24]=[CH:23][C:27]([C:28]#[N:29])=[C:21]3[N:4]=[CH:5][CH:6]=2)[CH:10]=1. The catalyst class is: 6. (3) Reactant: [CH3:1][C:2]1[CH:10]=[C:9]([C:11]2[N:15]=[CH:14][N:13]([C:16]3[CH:21]=[CH:20][C:19]([O:22][C:23]([F:26])([F:25])[F:24])=[CH:18][CH:17]=3)[N:12]=2)[CH:8]=[CH:7][C:3]=1[C:4](O)=[O:5].C(N(CC)CC)C.P([N:50]=[N+:51]=[N-:52])(=O)(OC1C=CC=CC=1)OC1C=CC=CC=1. The catalyst class is: 32. Product: [CH3:1][C:2]1[CH:10]=[C:9]([C:11]2[N:15]=[CH:14][N:13]([C:16]3[CH:21]=[CH:20][C:19]([O:22][C:23]([F:26])([F:24])[F:25])=[CH:18][CH:17]=3)[N:12]=2)[CH:8]=[CH:7][C:3]=1[C:4]([N:50]=[N+:51]=[N-:52])=[O:5]. (4) Reactant: [CH:1]1[C:13]2[C:12](=[CH:14][C:15]([NH:17][CH2:18][CH2:19][CH2:20][CH2:21][CH2:22][C:23](O)=[O:24])=[O:16])[C:11]3[C:6](=[CH:7][CH:8]=[CH:9][CH:10]=3)[C:5]=2[CH:4]=[CH:3][CH:2]=1.Cl.C(N=C=NCCCN(C)C)C.OC1C2N=NNC=2C=CC=1.C(N(CC)CC)C.[CH3:55][C:56]1[CH:61]=[CH:60][C:59]([NH2:62])=[C:58]([NH2:63])[CH:57]=1. Product: [CH:10]1[C:11]2[C:12](=[CH:14][C:15]([NH:17][CH2:18][CH2:19][CH2:20][CH2:21][CH2:22][C:23]([NH:62][C:59]3[CH:60]=[CH:61][C:56]([CH3:55])=[CH:57][C:58]=3[NH2:63])=[O:24])=[O:16])[C:13]3[C:5](=[CH:4][CH:3]=[CH:2][CH:1]=3)[C:6]=2[CH:7]=[CH:8][CH:9]=1. The catalyst class is: 650. (5) Reactant: [CH3:1][O:2][C:3]1[CH:8]=[C:7]([C:9]([F:12])([F:11])[F:10])[CH:6]=[CH:5][C:4]=1B(O)O.[CH2:16]([S:23][C:24]1[CH:33]=[C:32]2[C:27]([C:28](Br)=[CH:29][CH:30]=[N:31]2)=[CH:26][N:25]=1)[C:17]1[CH:22]=[CH:21][CH:20]=[CH:19][CH:18]=1.[O-]P([O-])([O-])=O.[K+].[K+].[K+].O1CCOCC1. Product: [CH2:16]([S:23][C:24]1[CH:33]=[C:32]2[C:27]([C:28]([C:4]3[CH:5]=[CH:6][C:7]([C:9]([F:12])([F:11])[F:10])=[CH:8][C:3]=3[O:2][CH3:1])=[CH:29][CH:30]=[N:31]2)=[CH:26][N:25]=1)[C:17]1[CH:18]=[CH:19][CH:20]=[CH:21][CH:22]=1. The catalyst class is: 6. (6) Reactant: [F:1][C:2]1[CH:11]=[C:10]2[C:5]([CH:6]=[CH:7][CH:8]=[N:9]2)=[CH:4][C:3]=1[CH2:12][N:13]1[C:17]2=[N:18][C:19]([C:22]3[CH:23]=[N:24][NH:25][CH:26]=3)=[CH:20][N:21]=[C:16]2[N:15]=[N:14]1.I[CH2:28][CH2:29][OH:30].C([O-])([O-])=O.[K+].[K+]. Product: [F:1][C:2]1[CH:11]=[C:10]2[C:5]([CH:6]=[CH:7][CH:8]=[N:9]2)=[CH:4][C:3]=1[CH2:12][N:13]1[C:17]2=[N:18][C:19]([C:22]3[CH:26]=[N:25][N:24]([CH2:28][CH2:29][OH:30])[CH:23]=3)=[CH:20][N:21]=[C:16]2[N:15]=[N:14]1. The catalyst class is: 44. (7) Reactant: [C:9](O[C:9]([O:11][C:12]([CH3:15])([CH3:14])[CH3:13])=[O:10])([O:11][C:12]([CH3:15])([CH3:14])[CH3:13])=[O:10].[CH3:16][O:17][C:18]1[CH:19]=[C:20]([N:24]2[CH2:29][CH2:28][NH:27][CH2:26][CH2:25]2)[CH:21]=[CH:22][CH:23]=1.C(N(CC)CC)C. Product: [CH3:16][O:17][C:18]1[CH:19]=[C:20]([N:24]2[CH2:29][CH2:28][N:27]([C:9]([O:11][C:12]([CH3:13])([CH3:14])[CH3:15])=[O:10])[CH2:26][CH2:25]2)[CH:21]=[CH:22][CH:23]=1. The catalyst class is: 2. (8) Reactant: [F:1][C:2]([F:37])([F:36])[C:3]1[CH:35]=[CH:34][C:6]2[NH:7][C:8]([C:10]3[CH:11]=[CH:12][C:13]([N:16]4[CH2:21][CH2:20][CH:19]([O:22][C@@H:23]5[CH2:28][CH2:27][C@H:26]([C:29]([O:31]CC)=[O:30])[CH2:25][CH2:24]5)[CH2:18][CH2:17]4)=[N:14][CH:15]=3)=[N:9][C:5]=2[CH:4]=1.[OH2:38].[OH-:39].[Li+]. Product: [C:3]([OH:39])([C:2]([F:37])([F:36])[F:1])=[O:38].[F:37][C:2]([F:1])([F:36])[C:3]1[CH:35]=[CH:34][C:6]2[NH:7][C:8]([C:10]3[CH:11]=[CH:12][C:13]([N:16]4[CH2:21][CH2:20][CH:19]([O:22][C@@H:23]5[CH2:24][CH2:25][C@H:26]([C:29]([OH:31])=[O:30])[CH2:27][CH2:28]5)[CH2:18][CH2:17]4)=[N:14][CH:15]=3)=[N:9][C:5]=2[CH:4]=1. The catalyst class is: 20.